Predict the reactants needed to synthesize the given product. From a dataset of Full USPTO retrosynthesis dataset with 1.9M reactions from patents (1976-2016). (1) The reactants are: [N:1]1([C:7]2[CH:8]=[CH:9][C:10]3[N:11]([C:13]([C:16]([F:19])([F:18])[F:17])=[N:14][N:15]=3)[N:12]=2)[CH2:6][CH2:5][NH:4][CH2:3][CH2:2]1.[CH3:20][N:21]1[C:25]([CH:26]=O)=[CH:24][N:23]=[CH:22]1. Given the product [CH3:20][N:21]1[C:25]([CH2:26][N:4]2[CH2:3][CH2:2][N:1]([C:7]3[CH:8]=[CH:9][C:10]4[N:11]([C:13]([C:16]([F:17])([F:18])[F:19])=[N:14][N:15]=4)[N:12]=3)[CH2:6][CH2:5]2)=[CH:24][N:23]=[CH:22]1, predict the reactants needed to synthesize it. (2) Given the product [CH3:25][C@H:23]1[O:24][C@H:18]([CH3:17])[C@@H:19]([OH:20])[C@@H:21]1[OH:22], predict the reactants needed to synthesize it. The reactants are: [H-].[H-].[H-].[H-].[Li+].[Al+3].C1(C)C=CC(S(O[CH2:17][C@H:18]2[O:24][C@H:23]([CH2:25]OS(C3C=CC(C)=CC=3)(=O)=O)[C@@H:21]([OH:22])[C@@H:19]2[OH:20])(=O)=O)=CC=1.[H][H]. (3) Given the product [N:2]12[CH2:9][CH2:8][CH:5]([CH2:6][CH2:7]1)[CH:4]([NH:17][C:14]1[CH:13]=[CH:12][C:11]([C:18]3[CH:23]=[CH:22][C:21]([NH2:24])=[CH:20][CH:19]=3)=[CH:16][CH:15]=1)[CH2:3]2, predict the reactants needed to synthesize it. The reactants are: Cl.[N:2]12[CH2:9][CH2:8][CH:5]([CH2:6][CH2:7]1)[C:4](=O)[CH2:3]2.[C:11]1([C:18]2[CH:23]=[CH:22][C:21]([NH2:24])=[CH:20][CH:19]=2)[CH:16]=[CH:15][C:14]([NH2:17])=[CH:13][CH:12]=1.[O-]S([O-])(=O)=O.[Na+].[Na+].[BH-](OC(C)=O)(OC(C)=O)OC(C)=O.[Na+].C([O-])(O)=O.[Na+]. (4) Given the product [CH3:25][O:24][C:7]1[CH:6]=[CH:5][C:4]2[N:3]=[C:2]([NH:26][C:27]3[CH:36]=[C:35]4[C:30]([NH:31][CH2:32][C:33](=[O:37])[NH:34]4)=[CH:29][CH:28]=3)[C:11]3=[N:12][NH:13][CH:14]=[C:10]3[C:9]=2[CH:8]=1, predict the reactants needed to synthesize it. The reactants are: Cl[C:2]1[C:11]2=[N:12][N:13](CC3C=CC(OC)=CC=3)[CH:14]=[C:10]2[C:9]2[CH:8]=[C:7]([O:24][CH3:25])[CH:6]=[CH:5][C:4]=2[N:3]=1.[NH2:26][C:27]1[CH:36]=[C:35]2[C:30]([NH:31][CH2:32][C:33](=[O:37])[NH:34]2)=[CH:29][CH:28]=1.Cl. (5) Given the product [CH:6]1([C:4]([OH:5])=[O:3])[CH2:11][CH2:10][CH2:9][CH2:8][CH2:7]1, predict the reactants needed to synthesize it. The reactants are: C([O:3][C:4]([C@H:6]1[CH2:11][CH2:10][C@@H:9](NC2N=C(C(C)C)C3C(=CC=CC=3)N=2)[CH2:8][CH2:7]1)=[O:5])C.Cl. (6) Given the product [C:17]([O:20][CH2:8][C:5]1[CH:6]=[CH:7][C:2]([CH3:1])=[C:3]([C:10]#[N:11])[N:4]=1)(=[O:19])[CH3:18], predict the reactants needed to synthesize it. The reactants are: [CH3:1][C:2]1[CH:7]=[CH:6][C:5]([CH3:8])=[N+:4]([O-])[C:3]=1[C:10]#[N:11].C(=O)(O)[O-].[Na+].[C:17]([O:20]C(=O)C)(=[O:19])[CH3:18]. (7) Given the product [Cl:13][CH2:14][CH2:15][O:16][C:17]([NH:1][C:2]1[CH:3]=[CH:4][C:5]([CH:8]([CH3:12])[C:9]([OH:11])=[O:10])=[CH:6][CH:7]=1)=[O:18].[CH:15]([O:16][CH:8]([CH3:9])[CH3:12])([CH3:42])[CH3:14], predict the reactants needed to synthesize it. The reactants are: [NH2:1][C:2]1[CH:7]=[CH:6][C:5]([CH:8]([CH3:12])[C:9]([OH:11])=[O:10])=[CH:4][CH:3]=1.[Cl:13][CH2:14][CH2:15][O:16][C:17](Cl)=[O:18].O.O.O.O.O.O.O.O.O.O.O.O.P([O-])([O-])([O-])=O.[Na+].[Na+].[Na+].Cl.Cl[CH2:42]Cl.